Task: Predict which catalyst facilitates the given reaction.. Dataset: Catalyst prediction with 721,799 reactions and 888 catalyst types from USPTO (1) Reactant: C([N:3]([CH2:6]C)CC)C.[CH2:8]([O:10][C:11]([C:13]1([C:16]2[CH:21]=[CH:20][C:19]([C:22]3[CH:27]=[CH:26][C:25]([C:28]4[O:32][N:31]=[C:30]([CH3:33])[C:29]=4C(O)=O)=[CH:24][CH:23]=3)=[CH:18][CH:17]=2)[CH2:15][CH2:14]1)=[O:12])[CH3:9].C1(P(N=[N+]=[N-])(C2C=CC=CC=2)=[O:44])C=CC=CC=1.[C:54]1([CH2:62][OH:63])[CH:59]=[CH:58][CH:57]=[C:56]([CH2:60][OH:61])[CH:55]=1. Product: [OH:61][CH2:60][C:56]1[CH:55]=[C:54]([CH:59]=[CH:58][CH:57]=1)[CH2:62][O:63][C:6]([NH:3][C:29]1[C:30]([CH3:33])=[N:31][O:32][C:28]=1[C:25]1[CH:24]=[CH:23][C:22]([C:19]2[CH:20]=[CH:21][C:16]([C:13]3([C:11]([O:10][CH2:8][CH3:9])=[O:12])[CH2:15][CH2:14]3)=[CH:17][CH:18]=2)=[CH:27][CH:26]=1)=[O:44]. The catalyst class is: 11. (2) Reactant: [H-].[H-].[H-].[H-].[Li+].[Al+3].[Al+3].[Cl-].[Cl-].[Cl-].[CH:11]([C:14]1([CH2:25][O:26][CH3:27])[CH2:19][O:18][C:17]2([CH2:24][CH2:23][CH2:22][CH2:21][CH2:20]2)[O:16][CH2:15]1)([CH3:13])[CH3:12].[OH-].[Na+].S([O-])([O-])(=O)=O.[Na+].[Na+]. Product: [CH:17]1([O:16][CH2:15][C:14]([CH2:25][O:26][CH3:27])([CH:11]([CH3:13])[CH3:12])[CH2:19][OH:18])[CH2:24][CH2:23][CH2:22][CH2:21][CH2:20]1. The catalyst class is: 581.